From a dataset of Forward reaction prediction with 1.9M reactions from USPTO patents (1976-2016). Predict the product of the given reaction. (1) Given the reactants COC1C=CC(C[O:8][C@H:9]([C@H:58]([CH3:71])[CH2:59][C@@H:60]([CH3:70])[CH2:61][O:62][Si:63]([C:66]([CH3:69])([CH3:68])[CH3:67])([CH3:65])[CH3:64])[C@@H:10]([CH3:57])/[CH:11]=[CH:12]\[C@@H:13]([O:49][Si:50]([C:53]([CH3:56])([CH3:55])[CH3:54])([CH3:52])[CH3:51])[CH2:14][C@H:15]([O:41][Si:42]([C:45]([CH3:48])([CH3:47])[CH3:46])([CH3:44])[CH3:43])[C@@H:16]([CH3:40])/[CH:17]=[CH:18]/[CH2:19][O:20][C:21]([C:34]2[CH:39]=[CH:38][CH:37]=[CH:36][CH:35]=2)([C:28]2[CH:33]=[CH:32][CH:31]=[CH:30][CH:29]=2)[C:22]2[CH:27]=[CH:26][CH:25]=[CH:24][CH:23]=2)=CC=1.C(Cl)Cl.C(C1C(=O)C(Cl)=C(Cl)C(=O)C=1C#N)#N, predict the reaction product. The product is: [Si:63]([O:62][CH2:61][C@H:60]([CH3:70])[CH2:59][C@@H:58]([CH3:71])[C@@H:9]([OH:8])[C@@H:10]([CH3:57])/[CH:11]=[CH:12]\[C@@H:13]([O:49][Si:50]([C:53]([CH3:56])([CH3:55])[CH3:54])([CH3:51])[CH3:52])[CH2:14][C@H:15]([O:41][Si:42]([C:45]([CH3:46])([CH3:47])[CH3:48])([CH3:44])[CH3:43])[C@@H:16]([CH3:40])/[CH:17]=[CH:18]/[CH2:19][O:20][C:21]([C:28]1[CH:29]=[CH:30][CH:31]=[CH:32][CH:33]=1)([C:34]1[CH:39]=[CH:38][CH:37]=[CH:36][CH:35]=1)[C:22]1[CH:23]=[CH:24][CH:25]=[CH:26][CH:27]=1)([C:66]([CH3:69])([CH3:67])[CH3:68])([CH3:65])[CH3:64]. (2) Given the reactants [NH2:1][C:2]1[C:3]([C:13]([NH2:15])=[O:14])=[CH:4][C:5]([CH3:12])=[C:6]([CH:11]=1)[C:7]([O:9]C)=[O:8].[OH-].[Na+].Cl, predict the reaction product. The product is: [NH2:1][C:2]1[C:3]([C:13](=[O:14])[NH2:15])=[CH:4][C:5]([CH3:12])=[C:6]([CH:11]=1)[C:7]([OH:9])=[O:8].